Dataset: Reaction yield outcomes from USPTO patents with 853,638 reactions. Task: Predict the reaction yield, written as a fraction of the theoretical maximum amount of product (1.0 means a 100% yield; for example, 0.34 means a 34% yield). The catalyst is C(OCC)(=O)C. The yield is 0.340. The reactants are [Cl-].O[NH3+:3].[C:4](=[O:7])([O-])[OH:5].[Na+].CS(C)=O.[F:13][C:14]1[CH:15]=[C:16]([C:48]2[C:49]([C:54]#[N:55])=[CH:50][CH:51]=[CH:52][CH:53]=2)[CH:17]=[CH:18][C:19]=1[CH2:20][C:21]1[C:22](=[O:47])[N:23]([C@H:33]2[CH2:38][CH2:37][C@H:36]([O:39][CH:40]3[C:44]([OH:46])([CH3:45])[CH2:43][O:42][CH2:41]3)[CH2:35][CH2:34]2)[C:24]2[N:25]([N:30]=[CH:31][N:32]=2)[C:26]=1[CH2:27][CH2:28][CH3:29]. The product is [F:13][C:14]1[CH:15]=[C:16]([C:48]2[CH:53]=[CH:52][CH:51]=[CH:50][C:49]=2[C:54]2[NH:3][C:4](=[O:7])[O:5][N:55]=2)[CH:17]=[CH:18][C:19]=1[CH2:20][C:21]1[C:22](=[O:47])[N:23]([C@H:33]2[CH2:34][CH2:35][C@H:36]([O:39][CH:40]3[C:44]([OH:46])([CH3:45])[CH2:43][O:42][CH2:41]3)[CH2:37][CH2:38]2)[C:24]2[N:25]([N:30]=[CH:31][N:32]=2)[C:26]=1[CH2:27][CH2:28][CH3:29].